From a dataset of Catalyst prediction with 721,799 reactions and 888 catalyst types from USPTO. Predict which catalyst facilitates the given reaction. (1) Reactant: [F:1][C:2]1([F:36])[CH2:5][CH:4]([C:6]2[O:10][N:9]=[C:8]([C:11]3[CH:12]=[CH:13][C:14]([CH3:35])=[C:15]([NH:17][C:18]([C:20]4[N:24]5[CH:25]=[C:26]([C:29]6[N:33]=[C:32]([CH3:34])[NH:31][N:30]=6)[CH:27]=[CH:28][C:23]5=[N:22][CH:21]=4)=[O:19])[CH:16]=3)[N:7]=2)[CH2:3]1.Br[CH2:38][CH2:39][O:40][CH3:41].C([O-])([O-])=O.[K+].[K+]. Product: [F:36][C:2]1([F:1])[CH2:5][CH:4]([C:6]2[O:10][N:9]=[C:8]([C:11]3[CH:12]=[CH:13][C:14]([CH3:35])=[C:15]([NH:17][C:18]([C:20]4[N:24]5[CH:25]=[C:26]([C:29]6[N:33]=[C:32]([CH3:34])[N:31]([CH2:38][CH2:39][O:40][CH3:41])[N:30]=6)[CH:27]=[CH:28][C:23]5=[N:22][CH:21]=4)=[O:19])[CH:16]=3)[N:7]=2)[CH2:3]1. The catalyst class is: 3. (2) Reactant: [C:1]([C:4]1[C:5]([O:10][C:11]2[CH:19]=[CH:18][C:14]([C:15]([OH:17])=O)=[CH:13][CH:12]=2)=[N:6][CH:7]=[CH:8][CH:9]=1)(=[O:3])[NH2:2].[CH3:20][C:21]1([CH3:30])[CH2:26][CH:25]([NH2:27])[CH2:24][C:23]([CH3:29])([CH3:28])[NH:22]1.CN(C(ON1N=NC2C=CC=NC1=2)=[N+](C)C)C.F[P-](F)(F)(F)(F)F.C(N(C(C)C)C(C)C)C. Product: [CH3:20][C:21]1([CH3:30])[CH2:26][CH:25]([NH:27][C:15]([C:14]2[CH:13]=[CH:12][C:11]([O:10][C:5]3[N:6]=[CH:7][CH:8]=[CH:9][C:4]=3[C:1]([NH2:2])=[O:3])=[CH:19][CH:18]=2)=[O:17])[CH2:24][C:23]([CH3:29])([CH3:28])[NH:22]1. The catalyst class is: 3. (3) The catalyst class is: 4. Reactant: [CH3:1][S:2]([C:5]1[N:13]2[C:8]([C:9]3([CH2:22][CH2:21][N:20](C(OC(C)(C)C)=O)[CH2:19][CH2:18]3)[O:10][C:11]3[CH:17]=[CH:16][CH:15]=[CH:14][C:12]=32)=[CH:7][CH:6]=1)(=[O:4])=[O:3].C(O)(C(F)(F)F)=O. Product: [CH3:1][S:2]([C:5]1[N:13]2[C:8]([C:9]3([CH2:22][CH2:21][NH:20][CH2:19][CH2:18]3)[O:10][C:11]3[CH:17]=[CH:16][CH:15]=[CH:14][C:12]=32)=[CH:7][CH:6]=1)(=[O:4])=[O:3]. (4) Product: [CH3:1][O:2][CH2:3][CH2:4][CH:5]([C:10]1[C:11]([CH3:29])=[N:12][C:13]([N:23]2[CH2:28][CH2:27][CH2:26][CH2:25][CH2:24]2)=[N:14][C:15]=1[C:16]1[CH:21]=[CH:20][C:19]([CH3:22])=[CH:18][CH:17]=1)[C:6]([OH:8])=[O:7]. Reactant: [CH3:1][O:2][CH2:3][CH2:4][CH:5]([C:10]1[C:11]([CH3:29])=[N:12][C:13]([N:23]2[CH2:28][CH2:27][CH2:26][CH2:25][CH2:24]2)=[N:14][C:15]=1[C:16]1[CH:21]=[CH:20][C:19]([CH3:22])=[CH:18][CH:17]=1)[C:6]([O:8]C)=[O:7].[OH-].[Na+]. The catalyst class is: 5. (5) Product: [NH:1]1[C:5]2[CH:6]=[CH:7][CH:8]=[CH:9][C:4]=2[N:3]=[C:2]1[S:10]([CH2:11][C:12]1[C:17]([CH3:18])=[C:16]([O:19][CH2:20][CH:21]([CH2:24][OH:25])[CH2:22][OH:23])[C:15]([CH3:26])=[CH:14][N:13]=1)=[O:29]. Reactant: [NH:1]1[C:5]2[CH:6]=[CH:7][CH:8]=[CH:9][C:4]=2[N:3]=[C:2]1[S:10][CH2:11][C:12]1[C:17]([CH3:18])=[C:16]([O:19][CH2:20][CH:21]([CH2:24][OH:25])[CH2:22][OH:23])[C:15]([CH3:26])=[CH:14][N:13]=1.CC1(C)OC(CCCOC2C=C[N+]([O-])=C(C)C=2C)C[O:29]1.ClC1C=CC=C(C(OO)=O)C=1.C(=O)(O)[O-].[Na+]. The catalyst class is: 442. (6) Reactant: [CH2:1]([NH:8][C@H:9]([C:12]1[CH:17]=[CH:16][CH:15]=[CH:14][CH:13]=1)[CH:10]=[CH2:11])[C:2]1[CH:7]=[CH:6][CH:5]=[CH:4][CH:3]=1.[O:18]=[C:19]1[C:27]2[C:22](=[CH:23][CH:24]=[CH:25][CH:26]=2)[C:21](=[O:28])[N:20]1[C@@H:29]([CH2:33][CH:34]=[CH2:35])[C:30](O)=[O:31].CCN=C=NCCCN(C)C.Cl. Product: [CH2:1]([N:8]([C@H:9]([C:12]1[CH:17]=[CH:16][CH:15]=[CH:14][CH:13]=1)[CH:10]=[CH2:11])[C:30](=[O:31])[CH:29]([N:20]1[C:21](=[O:28])[C:22]2[C:27](=[CH:26][CH:25]=[CH:24][CH:23]=2)[C:19]1=[O:18])[CH2:33][CH:34]=[CH2:35])[C:2]1[CH:7]=[CH:6][CH:5]=[CH:4][CH:3]=1. The catalyst class is: 2. (7) Product: [Cl:1][C:2]1[C:35]([F:36])=[CH:34][CH:33]=[CH:32][C:3]=1[CH2:4][NH:5][C:6](=[O:31])[N:7]([C@H:9]([CH2:16][O:17][C:18](=[O:30])[NH:19][C:20]1[N:21]=[CH:22][C:23]2[C:28]([CH:29]=1)=[CH:27][CH:26]=[CH:25][CH:24]=2)[CH2:10][CH2:11][C:12]([O-:14])=[O:13])[CH3:8].[Li+:37]. The catalyst class is: 12. Reactant: [Cl:1][C:2]1[C:35]([F:36])=[CH:34][CH:33]=[CH:32][C:3]=1[CH2:4][NH:5][C:6](=[O:31])[N:7]([C@H:9]([CH2:16][O:17][C:18](=[O:30])[NH:19][C:20]1[N:21]=[CH:22][C:23]2[C:28]([CH:29]=1)=[CH:27][CH:26]=[CH:25][CH:24]=2)[CH2:10][CH2:11][C:12]([O:14]C)=[O:13])[CH3:8].[Li+:37].[OH-].